This data is from Reaction yield outcomes from USPTO patents with 853,638 reactions. The task is: Predict the reaction yield, written as a fraction of the theoretical maximum amount of product (1.0 means a 100% yield; for example, 0.34 means a 34% yield). (1) The reactants are [Si]([O:8][C:9]1[CH:10]=[C:11]2[C:15](=[CH:16][CH:17]=1)[NH:14][CH:13]=[C:12]2[CH:18]1[CH2:23][CH2:22][N:21]([CH3:24])[CH2:20][CH2:19]1)(C(C)(C)C)(C)C.[H-].[K+].[F:27][C:28]1[CH:35]=[CH:34][C:31]([CH2:32]Br)=[CH:30][CH:29]=1.ClCCl. The catalyst is CO. The product is [F:27][C:28]1[CH:35]=[CH:34][C:31]([CH2:32][N:14]2[C:15]3[C:11](=[CH:10][C:9]([OH:8])=[CH:17][CH:16]=3)[C:12]([CH:18]3[CH2:19][CH2:20][N:21]([CH3:24])[CH2:22][CH2:23]3)=[CH:13]2)=[CH:30][CH:29]=1. The yield is 0.900. (2) The reactants are Br[C:2]1[CH:20]=[CH:19][C:5]([CH2:6][CH:7]2[CH2:11][CH2:10][N:9]([CH:12]3[CH2:17][CH2:16][CH2:15][CH2:14][CH2:13]3)[C:8]2=[O:18])=[C:4]([Cl:21])[CH:3]=1.C1(P(C2CCCCC2)C2C=CC=CC=2C2C(C(C)C)=CC(C(C)C)=CC=2C(C)C)CCCCC1.CC(C)([O-])C.[K+].[C:62](=[NH:75])([C:69]1[CH:74]=[CH:73][CH:72]=[CH:71][CH:70]=1)[C:63]1[CH:68]=[CH:67][CH:66]=[CH:65][CH:64]=1.[Cl-].[NH4+]. The catalyst is C(O)(C)(C)C.C1C=CC(/C=C/C(/C=C/C2C=CC=CC=2)=O)=CC=1.C1C=CC(/C=C/C(/C=C/C2C=CC=CC=2)=O)=CC=1.C1C=CC(/C=C/C(/C=C/C2C=CC=CC=2)=O)=CC=1.[Pd].[Pd]. The product is [Cl:21][C:4]1[CH:3]=[C:2]([N:75]=[C:62]([C:63]2[CH:68]=[CH:67][CH:66]=[CH:65][CH:64]=2)[C:69]2[CH:74]=[CH:73][CH:72]=[CH:71][CH:70]=2)[CH:20]=[CH:19][C:5]=1[CH2:6][CH:7]1[CH2:11][CH2:10][N:9]([CH:12]2[CH2:17][CH2:16][CH2:15][CH2:14][CH2:13]2)[C:8]1=[O:18]. The yield is 0.810. (3) The reactants are C1(P(C2C=CC=CC=2)C2C=CC=CC=2)C=CC=CC=1.BrN1C(=O)CCC1=O.[Br:28][C:29]1[CH:30]=[C:31]([CH:39]([CH2:43][CH:44]2[CH2:48][CH2:47][CH2:46][CH2:45]2)[C:40]([OH:42])=O)[CH:32]=[CH:33][C:34]=1[S:35]([CH3:38])(=[O:37])=[O:36].[NH2:49][C:50]1[CH:55]=[CH:54][C:53]([Br:56])=[CH:52][N:51]=1. The catalyst is C(Cl)Cl. The product is [Br:28][C:29]1[CH:30]=[C:31]([CH:39]([CH2:43][CH:44]2[CH2:48][CH2:47][CH2:46][CH2:45]2)[C:40]([NH:49][C:50]2[CH:55]=[CH:54][C:53]([Br:56])=[CH:52][N:51]=2)=[O:42])[CH:32]=[CH:33][C:34]=1[S:35]([CH3:38])(=[O:36])=[O:37]. The yield is 0.580.